Dataset: CYP1A2 inhibition data for predicting drug metabolism from PubChem BioAssay. Task: Regression/Classification. Given a drug SMILES string, predict its absorption, distribution, metabolism, or excretion properties. Task type varies by dataset: regression for continuous measurements (e.g., permeability, clearance, half-life) or binary classification for categorical outcomes (e.g., BBB penetration, CYP inhibition). Dataset: cyp1a2_veith. (1) The drug is Cn1c(=NC(=O)CCl)sc2ccccc21. The result is 1 (inhibitor). (2) The molecule is CC(C)CN1CCC2(CC1)CCN(S(C)(=O)=O)CC2. The result is 0 (non-inhibitor). (3) The compound is CC(=O)[C@H]1CC[C@@H]2[C@]1(C)CC=C1[C@]23C=C[C@]2(C[C@H](O)CC[C@@]12C)[C@H](C(=O)O)[C@@H]3C(=O)O. The result is 0 (non-inhibitor). (4) The molecule is CCC(=O)N1CCN(c2ccc(NC(=O)c3cccs3)cc2)CC1. The result is 0 (non-inhibitor). (5) The drug is COC(=O)[C@@H](NC(=O)Nc1ccc(C(C)=O)cc1)C(C)C. The result is 0 (non-inhibitor).